From a dataset of Reaction yield outcomes from USPTO patents with 853,638 reactions. Predict the reaction yield, written as a fraction of the theoretical maximum amount of product (1.0 means a 100% yield; for example, 0.34 means a 34% yield). (1) The reactants are [F:1][C:2]1([F:21])[CH2:6][N:5]([C:7]([O:9][C:10]([CH3:13])([CH3:12])[CH3:11])=[O:8])[C@@H:4]([CH2:14][CH:15]([CH3:20])[C:16]([O:18]C)=[O:17])[CH2:3]1.O[Li].O. The catalyst is C(O)C. The product is [C:10]([O:9][C:7]([N:5]1[CH2:6][C:2]([F:1])([F:21])[CH2:3][C@@H:4]1[CH2:14][CH:15]([CH3:20])[C:16]([OH:18])=[O:17])=[O:8])([CH3:13])([CH3:11])[CH3:12]. The yield is 0.900. (2) The reactants are [F:1][C:2]1[CH:3]=[C:4]2[C:8](=[CH:9][C:10]=1[CH3:11])[NH:7][CH:6]=[CH:5]2.ClS([N:16]=[C:17]=O)(=O)=O. The catalyst is CN(C=O)C. The product is [F:1][C:2]1[CH:3]=[C:4]2[C:8](=[CH:9][C:10]=1[CH3:11])[NH:7][CH:6]=[C:5]2[C:17]#[N:16]. The yield is 1.00.